Dataset: Reaction yield outcomes from USPTO patents with 853,638 reactions. Task: Predict the reaction yield, written as a fraction of the theoretical maximum amount of product (1.0 means a 100% yield; for example, 0.34 means a 34% yield). (1) The reactants are [CH3:1][O:2][C:3](=[O:12])[C:4]1[CH:9]=[C:8]([Br:10])[CH:7]=[CH:6][C:5]=1[CH3:11].[Br:13]N1C(=O)CCC1=O.C(OOC(=O)C1C=CC=CC=1)(=O)C1C=CC=CC=1. The catalyst is C(Cl)(Cl)(Cl)Cl. The product is [CH3:1][O:2][C:3](=[O:12])[C:4]1[CH:9]=[C:8]([Br:10])[CH:7]=[CH:6][C:5]=1[CH2:11][Br:13]. The yield is 0.460. (2) The catalyst is C(#N)C.O.Cl[Pd](Cl)([P](C1C=CC=CC=1)(C1C=CC=CC=1)C1C=CC=CC=1)[P](C1C=CC=CC=1)(C1C=CC=CC=1)C1C=CC=CC=1. The reactants are F[C:2]1[CH:7]=[C:6]([C:8]2[CH:9]=[C:10]3[C:16](I)=[CH:15][N:14]([S:18]([C:21]4[CH:27]=[CH:26][C:24]([CH3:25])=[CH:23][CH:22]=4)(=[O:20])=[O:19])[C:11]3=[N:12][CH:13]=2)[CH:5]=[CH:4][C:3]=1[CH:28]1[CH2:33][CH2:32][N:31]([C:34]([O:36][C:37]([CH3:40])([CH3:39])[CH3:38])=[O:35])[CH2:30][CH2:29]1.[F:41][C:42]1[CH:43]=[C:44]([CH:61]=[CH:62][CH:63]=1)[CH2:45][N:46]1[CH:50]=[C:49](C2OC(C)(C)C(C)(C)O2)[C:48]([CH3:60])=[N:47]1.C(=O)([O-])[O-].[Na+].[Na+]. The yield is 0.760. The product is [F:41][C:42]1[CH:43]=[C:44]([CH:61]=[CH:62][CH:63]=1)[CH2:45][N:46]1[CH:50]=[C:49]([C:16]2[C:10]3[C:11](=[N:12][CH:13]=[C:8]([C:6]4[CH:7]=[CH:2][C:3]([CH:28]5[CH2:29][CH2:30][N:31]([C:34]([O:36][C:37]([CH3:39])([CH3:40])[CH3:38])=[O:35])[CH2:32][CH2:33]5)=[CH:4][CH:5]=4)[CH:9]=3)[N:14]([S:18]([C:21]3[CH:27]=[CH:26][C:24]([CH3:25])=[CH:23][CH:22]=3)(=[O:20])=[O:19])[CH:15]=2)[C:48]([CH3:60])=[N:47]1. (3) The reactants are [Br:1][C:2]1[CH:7]=[C:6]([Cl:8])[CH:5]=[C:4]([CH2:9][C:10]2[CH2:14][CH2:13][CH2:12][CH:11]=2)[C:3]=1[OH:15]. The catalyst is C1(C)C=CC=CC=1. The product is [Br:1][C:2]1[C:3]2[O:15][C:10]3([CH2:14][CH2:13][CH2:12][CH2:11]3)[CH2:9][C:4]=2[CH:5]=[C:6]([Cl:8])[CH:7]=1. The yield is 0.949. (4) The reactants are C([O:8][NH:9][C:10]([C:12]1[C:17]([O:18]CC2C=CC=CC=2)=[C:16]([CH2:26][O:27][CH3:28])[C:15]([C:29]([N:31]([CH2:33][C:34]2[CH:39]=[CH:38][C:37]([F:40])=[CH:36][CH:35]=2)[CH3:32])=[O:30])=[CH:14][N:13]=1)=[O:11])C1C=CC=CC=1. The catalyst is CO.[Pd]. The product is [F:40][C:37]1[CH:36]=[CH:35][C:34]([CH2:33][N:31]([CH3:32])[C:29]([C:15]2[C:16]([CH2:26][O:27][CH3:28])=[C:17]([OH:18])[C:12]([C:10]([NH:9][OH:8])=[O:11])=[N:13][CH:14]=2)=[O:30])=[CH:39][CH:38]=1. The yield is 0.600. (5) The reactants are [NH2:1][C:2]1[C:3]([C:20]2[O:24][C:23]([C:25]3[CH:30]=[CH:29][C:28]([C:31](=O)[CH3:32])=[CH:27][CH:26]=3)=[N:22][N:21]=2)=[N:4][C:5]([C:8]2[CH:13]=[CH:12][C:11]([S:14]([CH:17]([CH3:19])[CH3:18])(=[O:16])=[O:15])=[CH:10][CH:9]=2)=[CH:6][N:7]=1.Cl.CN.[CH2:37]([N:39](CC)CC)C.[BH4-].[Na+]. The catalyst is C(O)C.CC(O[Ti](OC(C)C)(OC(C)C)OC(C)C)C. The product is [CH:17]([S:14]([C:11]1[CH:10]=[CH:9][C:8]([C:5]2[N:4]=[C:3]([C:20]3[O:24][C:23]([C:25]4[CH:26]=[CH:27][C:28]([CH:31]([NH:39][CH3:37])[CH3:32])=[CH:29][CH:30]=4)=[N:22][N:21]=3)[C:2]([NH2:1])=[N:7][CH:6]=2)=[CH:13][CH:12]=1)(=[O:16])=[O:15])([CH3:18])[CH3:19]. The yield is 0.220. (6) The reactants are [Br:1][C:2]1[CH:9]=[CH:8][C:5]([CH:6]=O)=[CH:4][CH:3]=1.[CH3:10][C@H:11]1[O:16][C@@H:15]([CH3:17])[CH2:14][NH:13][CH2:12]1.[BH-](OC(C)=O)(OC(C)=O)OC(C)=O.[Na+].CC(O)=O. The catalyst is ClCCCl. The product is [Br:1][C:2]1[CH:9]=[CH:8][C:5]([CH2:6][N:13]2[CH2:12][C@H:11]([CH3:10])[O:16][C@H:15]([CH3:17])[CH2:14]2)=[CH:4][CH:3]=1. The yield is 1.00.